Dataset: Forward reaction prediction with 1.9M reactions from USPTO patents (1976-2016). Task: Predict the product of the given reaction. (1) Given the reactants [C:1]([O:4][C@@H:5]1[C@@H:10]([O:11][C:12](=[O:14])[CH3:13])[C@H:9]([O:15][C:16](=[O:18])[CH3:17])[C@@H:8]([CH2:19][O:20][C:21](=[O:23])[CH3:22])[O:7][C@H:6]1[C:24]1[CH:29]=[CH:28][C:27]([Cl:30])=[C:26]([CH2:31][C:32]2[S:33][C:34](Br)=[CH:35][CH:36]=2)[CH:25]=1)(=[O:3])[CH3:2].[CH:38]([C:40]1[CH:45]=[CH:44][C:43](B(O)O)=[CH:42][CH:41]=1)=[O:39], predict the reaction product. The product is: [C:1]([O:4][C@@H:5]1[C@@H:10]([O:11][C:12](=[O:14])[CH3:13])[C@H:9]([O:15][C:16](=[O:18])[CH3:17])[C@@H:8]([CH2:19][O:20][C:21](=[O:23])[CH3:22])[O:7][C@H:6]1[C:24]1[CH:29]=[CH:28][C:27]([Cl:30])=[C:26]([CH2:31][C:32]2[S:33][C:34]([C:43]3[CH:44]=[CH:45][C:40]([CH:38]=[O:39])=[CH:41][CH:42]=3)=[CH:35][CH:36]=2)[CH:25]=1)(=[O:3])[CH3:2]. (2) Given the reactants BrC1C=CC(CC[C@@](C)(S(C)(=O)=O)C(OCC)=O)=CC=1.B1(B2OC(C)(C)C(C)(C)O2)OC(C)(C)C(C)(C)O1.[CH3:39][C:40]([S:63]([CH3:66])(=[O:65])=[O:64])([CH2:46][CH2:47][C:48]1[CH:53]=[CH:52][C:51]([B:54]2[O:58][C:57]([CH3:60])([CH3:59])[C:56]([CH3:62])([CH3:61])[O:55]2)=[CH:50][CH:49]=1)[C:41]([O:43][CH2:44][CH3:45])=[O:42], predict the reaction product. The product is: [CH3:39][C@@:40]([S:63]([CH3:66])(=[O:64])=[O:65])([CH2:46][CH2:47][C:48]1[CH:49]=[CH:50][C:51]([B:54]2[O:58][C:57]([CH3:59])([CH3:60])[C:56]([CH3:62])([CH3:61])[O:55]2)=[CH:52][CH:53]=1)[C:41]([O:43][CH2:44][CH3:45])=[O:42].